This data is from Orexin1 receptor HTS with 218,158 compounds and 233 confirmed actives. The task is: Binary Classification. Given a drug SMILES string, predict its activity (active/inactive) in a high-throughput screening assay against a specified biological target. (1) The compound is O=C(N1CCN(CC1)c1nc(N2CCN(CC2)C(=O)C(n2nnc(C(N)C(CC)C)c2)CCC(O)=O)nc(n1)NCCOCCOCCOCC#C)C(n1nnc(C(N)C(CC)C)c1)Cc1[nH]c2c(c1)cccc2. The result is 0 (inactive). (2) The drug is s1cc(nc1CC)CNC(=O)C1CN(C(=O)CC1)CCc1ccc(OC)cc1. The result is 0 (inactive). (3) The molecule is S(=O)(=O)(Nc1c(cccc1)C)c1c(OC)ccc(c1)C. The result is 0 (inactive). (4) The molecule is FC(F)Oc1ccc(/C=C\C(OCC(=O)c2c(c([nH]c2C)C)C(OCC)=O)=O)cc1. The result is 0 (inactive). (5) The compound is Brc1c(ccc(C(=O)NC(=S)N(CC=C)CC=C)c1)C. The result is 0 (inactive).